This data is from Reaction yield outcomes from USPTO patents with 853,638 reactions. The task is: Predict the reaction yield, written as a fraction of the theoretical maximum amount of product (1.0 means a 100% yield; for example, 0.34 means a 34% yield). The reactants are [CH3:1][O:2][C:3]1[CH:4]=[C:5]([C:9]2(O)[CH2:12][CH2:11][CH2:10]2)[CH:6]=[CH:7][CH:8]=1.[H][H]. The catalyst is C(O)C.CCOC(C)=O.[Pd]. The product is [CH:9]1([C:5]2[CH:6]=[CH:7][CH:8]=[C:3]([O:2][CH3:1])[CH:4]=2)[CH2:10][CH2:11][CH2:12]1. The yield is 0.890.